From a dataset of Retrosynthesis with 50K atom-mapped reactions and 10 reaction types from USPTO. Predict the reactants needed to synthesize the given product. The reactants are: COC(=O)c1cccc(CON=C2CCN(S(=O)(=O)c3ccc(OC(F)(F)F)cc3)CC2)c1. Given the product O=C(O)c1cccc(CON=C2CCN(S(=O)(=O)c3ccc(OC(F)(F)F)cc3)CC2)c1, predict the reactants needed to synthesize it.